Dataset: Full USPTO retrosynthesis dataset with 1.9M reactions from patents (1976-2016). Task: Predict the reactants needed to synthesize the given product. (1) Given the product [CH:21]1([N:12]2[CH:13]=[C:9]([B:4]3[O:5][C:6]([CH3:7])([CH3:8])[C:2]([CH3:14])([CH3:1])[O:3]3)[CH:10]=[N:11]2)[CH2:20][CH2:19][CH2:18][CH:17]=[CH:16]1, predict the reactants needed to synthesize it. The reactants are: [CH3:1][C:2]1([CH3:14])[C:6]([CH3:8])([CH3:7])[O:5][B:4]([C:9]2[CH:10]=[N:11][NH:12][CH:13]=2)[O:3]1.Br[CH:16]1[CH2:21][CH2:20][CH2:19][CH:18]=[CH:17]1.C(=O)([O-])[O-].[Cs+].[Cs+].CN(C=O)C. (2) Given the product [CH2:1]([O:8][C:9]([N:11]1[CH2:12][C@@H:13]([F:24])[C@@H:14]([C:16]2([C:19]([OH:21])=[O:20])[CH2:18][CH2:17]2)[CH2:15]1)=[O:10])[C:2]1[CH:7]=[CH:6][CH:5]=[CH:4][CH:3]=1, predict the reactants needed to synthesize it. The reactants are: [CH2:1]([O:8][C:9]([N:11]1[CH2:15][C@H:14]([C:16]2([C:19]([O:21]CC)=[O:20])[CH2:18][CH2:17]2)[C@H:13]([F:24])[CH2:12]1)=[O:10])[C:2]1[CH:7]=[CH:6][CH:5]=[CH:4][CH:3]=1.[OH-].[Na+]. (3) Given the product [C:2]([O-:9])(=[O:8])[C:3]([C:5]([O-:7])=[O:6])=[O:4].[Ag+2:16], predict the reactants needed to synthesize it. The reactants are: O.[C:2]([O-:9])(=[O:8])[C:3]([C:5]([O-:7])=[O:6])=[O:4].[Na+].[Na+].[N+]([O-])([O-])=O.[Ag+:16]. (4) Given the product [C:18]([C:17]1[C:16]2[C:11](=[CH:12][CH:13]=[CH:14][CH:15]=2)[N:10]([CH3:20])[C:9]=1[C:5]1[CH:4]=[C:3]([CH2:1][NH:26][S:23]([C:22]([F:28])([F:27])[F:21])(=[O:25])=[O:24])[CH:8]=[N:7][CH:6]=1)#[N:19], predict the reactants needed to synthesize it. The reactants are: [CH:1]([C:3]1[CH:4]=[C:5]([C:9]2[N:10]([CH3:20])[C:11]3[C:16]([C:17]=2[C:18]#[N:19])=[CH:15][CH:14]=[CH:13][CH:12]=3)[CH:6]=[N:7][CH:8]=1)=O.[F:21][C:22]([F:28])([F:27])[S:23]([NH2:26])(=[O:25])=[O:24]. (5) Given the product [F:63][C:32]1[CH:31]=[CH:30][C:5]([C:6]([NH:8][CH:9]([C:11]2[N:16]=[N:15][C:14]([NH:17][C:18]3[CH:23]=[C:22]([O:24][CH3:25])[C:21]([O:26][CH3:27])=[C:20]([O:28][CH3:29])[CH:19]=3)=[N:13][CH:12]=2)[CH3:10])=[O:7])=[CH:4][CH:33]=1, predict the reactants needed to synthesize it. The reactants are: [N+]([C:4]1[CH:33]=[CH:32][CH:31]=[CH:30][C:5]=1[C:6]([NH:8][CH:9]([C:11]1[N:16]=[N:15][C:14]([NH:17][C:18]2[CH:23]=[C:22]([O:24][CH3:25])[C:21]([O:26][CH3:27])=[C:20]([O:28][CH3:29])[CH:19]=2)=[N:13][CH:12]=1)[CH3:10])=[O:7])([O-])=O.NC(C1N=NC(NC2C=C(OC)C(OC)=C(OC)C=2)=NC=1)C.C(N(CC)CC)C.[F:63]C1C=CC(C(Cl)=O)=CC=1.